This data is from Forward reaction prediction with 1.9M reactions from USPTO patents (1976-2016). The task is: Predict the product of the given reaction. (1) Given the reactants [Br:1][C:2]1[CH:3]=[CH:4][C:5]([F:18])=[C:6]([C:8]2([CH3:17])[CH2:13][N:12]([CH3:14])[C:11](=[O:15])[C:10](=S)[NH:9]2)[CH:7]=1.[NH3:19], predict the reaction product. The product is: [NH2:19][C:10]1[C:11](=[O:15])[N:12]([CH3:14])[CH2:13][C:8]([C:6]2[CH:7]=[C:2]([Br:1])[CH:3]=[CH:4][C:5]=2[F:18])([CH3:17])[N:9]=1. (2) Given the reactants [H-].[Na+].[CH2:3]([N:5]([CH2:9][CH3:10])[CH2:6][CH2:7][OH:8])[CH3:4].FC1C([O:18][C:19]([C:21]2[NH:22][C:23]3[C:28]([C:29]=2[NH:30][C:31]2[CH:36]=[CH:35][N:34]=[CH:33][CH:32]=2)=[CH:27][CH:26]=[CH:25][CH:24]=3)=O)=C(F)C(F)=C(F)C=1F, predict the reaction product. The product is: [CH2:3]([N:5]([CH2:9][CH3:10])[CH2:6][CH2:7][O:8][C:19]([C:21]1[NH:22][C:23]2[C:28]([C:29]=1[NH:30][C:31]1[CH:36]=[CH:35][N:34]=[CH:33][CH:32]=1)=[CH:27][CH:26]=[CH:25][CH:24]=2)=[O:18])[CH3:4].